This data is from Full USPTO retrosynthesis dataset with 1.9M reactions from patents (1976-2016). The task is: Predict the reactants needed to synthesize the given product. Given the product [NH2:1][C:2]1[C:7]2=[C:8]([C:21]3[S:22][C:23]4[C:29]([O:30][CH3:31])=[CH:28][C:27]([CH3:32])=[CH:26][C:24]=4[CH:25]=3)[C:9]([CH2:13][N:14]3[CH2:19][CH2:18][NH:17][C:16](=[O:20])[CH2:15]3)=[C:10]([CH2:11][O:12][CH2:37][CH3:38])[N:6]2[N:5]=[CH:4][N:3]=1, predict the reactants needed to synthesize it. The reactants are: [NH2:1][C:2]1[C:7]2=[C:8]([C:21]3[S:22][C:23]4[C:29]([O:30][CH3:31])=[CH:28][C:27]([CH3:32])=[CH:26][C:24]=4[CH:25]=3)[C:9]([CH2:13][N:14]3[CH2:19][CH2:18][NH:17][C:16](=[O:20])[CH2:15]3)=[C:10]([CH2:11][OH:12])[N:6]2[N:5]=[CH:4][N:3]=1.S(Cl)(Cl)=O.[CH2:37](O)[CH3:38].CC[O-].[Na+].